From a dataset of Full USPTO retrosynthesis dataset with 1.9M reactions from patents (1976-2016). Predict the reactants needed to synthesize the given product. (1) Given the product [C:23]([C:27]1[CH:32]=[CH:31][C:30]([C:2]2[CH:7]=[CH:6][C:5](/[CH:8]=[CH:9]/[C:10]3[NH:11][CH:12]=[C:13]([C:15]4[CH:20]=[CH:19][C:18]([Cl:21])=[CH:17][C:16]=4[Cl:22])[N:14]=3)=[CH:4][CH:3]=2)=[CH:29][CH:28]=1)([CH3:26])([CH3:25])[CH3:24], predict the reactants needed to synthesize it. The reactants are: Br[C:2]1[CH:7]=[CH:6][C:5](/[CH:8]=[CH:9]/[C:10]2[NH:11][CH:12]=[C:13]([C:15]3[CH:20]=[CH:19][C:18]([Cl:21])=[CH:17][C:16]=3[Cl:22])[N:14]=2)=[CH:4][CH:3]=1.[C:23]([C:27]1[CH:32]=[CH:31][C:30](B(O)O)=[CH:29][CH:28]=1)([CH3:26])([CH3:25])[CH3:24]. (2) Given the product [NH2:20][C:17]1[CH:18]=[CH:19][C:14]([N:11]2[CH:12]=[CH:13][C:8]([O:7][CH2:6][C:5]3[CH:26]=[CH:27][C:2]([Cl:1])=[CH:3][CH:4]=3)=[CH:9][C:10]2=[O:25])=[CH:15][C:16]=1[NH:23][CH3:24], predict the reactants needed to synthesize it. The reactants are: [Cl:1][C:2]1[CH:27]=[CH:26][C:5]([CH2:6][O:7][C:8]2[CH:13]=[CH:12][N:11]([C:14]3[CH:19]=[CH:18][C:17]([N+:20]([O-])=O)=[C:16]([NH:23][CH3:24])[CH:15]=3)[C:10](=[O:25])[CH:9]=2)=[CH:4][CH:3]=1. (3) Given the product [Cl:20][C:6]1[CH:5]=[N:4][CH:3]=[C:2]([Cl:1])[C:7]=1[O:8][C:9]1[S:13][C:12]([C:14]([NH:30][CH:27]2[CH2:28][CH2:29][N:24]([CH:21]([CH3:23])[CH3:22])[CH2:25][CH2:26]2)=[O:16])=[CH:11][C:10]=1[N+:17]([O-:19])=[O:18], predict the reactants needed to synthesize it. The reactants are: [Cl:1][C:2]1[CH:3]=[N:4][CH:5]=[C:6]([Cl:20])[C:7]=1[O:8][C:9]1[S:13][C:12]([C:14]([OH:16])=O)=[CH:11][C:10]=1[N+:17]([O-:19])=[O:18].[CH:21]([N:24]1[CH2:29][CH2:28][CH:27]([NH2:30])[CH2:26][CH2:25]1)([CH3:23])[CH3:22]. (4) Given the product [Si:13]([O:20][CH2:21][C@@H:22]([O:24][CH2:25][C@H:26]([O:31][C:32]1[N:37]=[CH:36][N:35]=[C:34]2[N:38]([C:41]3[C:46]([Cl:47])=[CH:45][CH:44]=[CH:43][N:42]=3)[N:39]=[CH:40][C:33]=12)[C:27]([NH:12][C:9]1[CH:8]=[CH:7][C:6]([Cl:5])=[CH:11][N:10]=1)=[O:28])[CH3:23])([C:16]([CH3:19])([CH3:18])[CH3:17])([CH3:15])[CH3:14], predict the reactants needed to synthesize it. The reactants are: C[Al](C)C.[Cl:5][C:6]1[CH:7]=[CH:8][C:9]([NH2:12])=[N:10][CH:11]=1.[Si:13]([O:20][CH2:21][C@@H:22]([O:24][CH2:25][C@H:26]([O:31][C:32]1[N:37]=[CH:36][N:35]=[C:34]2[N:38]([C:41]3[C:46]([Cl:47])=[CH:45][CH:44]=[CH:43][N:42]=3)[N:39]=[CH:40][C:33]=12)[C:27](OC)=[O:28])[CH3:23])([C:16]([CH3:19])([CH3:18])[CH3:17])([CH3:15])[CH3:14].C(C(C(C([O-])=O)O)O)([O-])=O.[K+].[Na+]. (5) The reactants are: [CH3:1][O:2][C:3]1[CH:8]=[CH:7][C:6]([C:9](=[O:14])[CH2:10][CH:11]([CH3:13])[CH3:12])=[CH:5][C:4]=1[O:15][CH2:16][CH2:17][CH2:18][O:19][CH3:20].[CH2:21](N(CC)CC)C.CN(C(N(C)C)N(C)C)C.[CH3:38][C:39]1[O:40][C:41](=[O:44])[CH2:42][N:43]=1. Given the product [CH:11]([C:10]1[CH:21]=[C:42]([NH:43][C:39](=[O:40])[CH3:38])[C:41](=[O:44])[O:14][C:9]=1[C:6]1[CH:7]=[CH:8][C:3]([O:2][CH3:1])=[C:4]([O:15][CH2:16][CH2:17][CH2:18][O:19][CH3:20])[CH:5]=1)([CH3:13])[CH3:12], predict the reactants needed to synthesize it. (6) Given the product [CH3:13][O:12][C:5]1[CH:6]=[CH:7][C:2]([NH2:1])=[N:3][CH:4]=1, predict the reactants needed to synthesize it. The reactants are: [NH2:1][C:2]1[CH:7]=[C:6](Br)[CH:5]=[CH:4][N:3]=1.C[O-].[Na+].[OH:12][CH2:13]C1(OC[C@@H](O)[C@@H](O)[C@H]1O)O.C(OC)=O.CNC. (7) The reactants are: [C:1]([C:5]1[CH:6]=[C:7]([C:10]([O:12]CC)=[O:11])[NH:8][CH:9]=1)([CH3:4])([CH3:3])[CH3:2].[OH-].[Na+].Cl. Given the product [C:1]([C:5]1[CH:6]=[C:7]([C:10]([OH:12])=[O:11])[NH:8][CH:9]=1)([CH3:4])([CH3:2])[CH3:3], predict the reactants needed to synthesize it. (8) Given the product [Cl:12][C:13]1[N:14]=[C:15]([N:28]2[CH2:29][CH2:30][CH:31]([CH:34]=[O:35])[CH2:32][CH2:33]2)[C:16]2[C:21]([C:22]3[CH:23]=[CH:24][CH:25]=[CH:26][CH:27]=3)=[CH:20][S:19][C:17]=2[N:18]=1, predict the reactants needed to synthesize it. The reactants are: [Cr](Cl)([O-])(=O)=O.[NH+]1C=CC=CC=1.[Cl:12][C:13]1[N:14]=[C:15]([N:28]2[CH2:33][CH2:32][CH:31]([CH2:34][OH:35])[CH2:30][CH2:29]2)[C:16]2[C:21]([C:22]3[CH:27]=[CH:26][CH:25]=[CH:24][CH:23]=3)=[CH:20][S:19][C:17]=2[N:18]=1.